The task is: Binary Classification. Given a drug SMILES string, predict its activity (active/inactive) in a high-throughput screening assay against a specified biological target.. This data is from Cav3 T-type calcium channel HTS with 100,875 compounds. The molecule is S(CC(=O)N1CCN(CC1)C(=O)c1occc1)Cc1nc(oc1C)c1ccc(OCC)cc1. The result is 0 (inactive).